This data is from NCI-60 drug combinations with 297,098 pairs across 59 cell lines. The task is: Regression. Given two drug SMILES strings and cell line genomic features, predict the synergy score measuring deviation from expected non-interaction effect. (1) Cell line: CCRF-CEM. Drug 2: CCC1(C2=C(COC1=O)C(=O)N3CC4=CC5=C(C=CC(=C5CN(C)C)O)N=C4C3=C2)O.Cl. Synergy scores: CSS=56.1, Synergy_ZIP=8.10, Synergy_Bliss=9.51, Synergy_Loewe=-26.0, Synergy_HSA=6.47. Drug 1: CS(=O)(=O)OCCCCOS(=O)(=O)C. (2) Drug 1: C1=NC2=C(N1)C(=S)N=C(N2)N. Drug 2: CN1C(=O)N2C=NC(=C2N=N1)C(=O)N. Cell line: HCC-2998. Synergy scores: CSS=27.7, Synergy_ZIP=2.64, Synergy_Bliss=2.46, Synergy_Loewe=-32.3, Synergy_HSA=-0.382. (3) Drug 1: C1C(C(OC1N2C=C(C(=O)NC2=O)F)CO)O. Drug 2: C1=NC2=C(N=C(N=C2N1C3C(C(C(O3)CO)O)F)Cl)N. Cell line: CAKI-1. Synergy scores: CSS=21.3, Synergy_ZIP=1.92, Synergy_Bliss=4.97, Synergy_Loewe=-17.6, Synergy_HSA=-6.76.